From a dataset of Full USPTO retrosynthesis dataset with 1.9M reactions from patents (1976-2016). Predict the reactants needed to synthesize the given product. (1) Given the product [CH2:1]([S:8][C:9]1[CH:14]=[C:13]2[C:12](=[CH:11][CH:10]=1)[N:22]([C:23]1[C:28]([O:29][CH3:30])=[CH:27][C:26]([C:31]3[CH:36]=[CH:35][CH:34]=[C:33]([Cl:37])[CH:32]=3)=[CH:25][C:24]=1[F:38])[C:17](=[O:18])[CH:16]=[CH:15]2)[C:2]1[CH:7]=[CH:6][CH:5]=[CH:4][CH:3]=1, predict the reactants needed to synthesize it. The reactants are: [CH2:1]([S:8][C:9]1[CH:10]=[CH:11][C:12]([NH:22][C:23]2[C:28]([O:29][CH3:30])=[CH:27][C:26]([C:31]3[CH:36]=[CH:35][CH:34]=[C:33]([Cl:37])[CH:32]=3)=[CH:25][C:24]=2[F:38])=[C:13](/[CH:15]=[CH:16]/[C:17](OCC)=[O:18])[CH:14]=1)[C:2]1[CH:7]=[CH:6][CH:5]=[CH:4][CH:3]=1.C[O-].[Na+]. (2) Given the product [CH3:1][O:14][C:15]1[CH:20]=[C:19]([C:21]([F:22])([F:23])[F:24])[O:18][C:17](=[O:25])[CH:16]=1, predict the reactants needed to synthesize it. The reactants are: [C:1](=O)([O-])[O-].[Na+].[Na+].S(OC)(OC)(=O)=O.[OH:14][C:15]1[CH:20]=[C:19]([C:21]([F:24])([F:23])[F:22])[O:18][C:17](=[O:25])[CH:16]=1. (3) The reactants are: [Cl:1][C:2]1[CH:12]=[C:11]([Cl:13])[CH:10]=[CH:9][C:3]=1[O:4][CH2:5][C:6]([OH:8])=O.[CH3:14][O:15][C:16](=[O:24])[C:17]1[CH:22]=[CH:21][N:20]=[C:19]([NH2:23])[CH:18]=1.C1CN([P+](ON2N=NC3C=CC=CC2=3)(N2CCCC2)N2CCCC2)CC1.F[P-](F)(F)(F)(F)F.C(OCC)(=O)C. Given the product [CH3:14][O:15][C:16](=[O:24])[C:17]1[CH:22]=[CH:21][N:20]=[C:19]([NH:23][C:6](=[O:8])[CH2:5][O:4][C:3]2[CH:9]=[CH:10][C:11]([Cl:13])=[CH:12][C:2]=2[Cl:1])[CH:18]=1, predict the reactants needed to synthesize it. (4) Given the product [C:1]([C:5]1[CH:6]=[C:7]([NH:17][C:18]([NH:20][C@@H:21]2[C:30]3[C:25](=[CH:26][CH:27]=[CH:28][CH:29]=3)[C@H:24]([O:31][C:32]3[CH:33]=[CH:34][C:35]4[N:36]([C:38]([N:41]5[CH2:42][CH2:57][C@H:44]([CH2:43][OH:46])[CH2:45]5)=[N:39][N:40]=4)[CH:37]=3)[CH2:23][CH2:22]2)=[O:19])[N:8]([C:10]2[CH:15]=[CH:14][C:13]([CH3:16])=[CH:12][CH:11]=2)[N:9]=1)([CH3:3])([CH3:4])[CH3:2], predict the reactants needed to synthesize it. The reactants are: [C:1]([C:5]1[CH:6]=[C:7]([NH:17][C:18]([NH:20][C@@H:21]2[C:30]3[C:25](=[CH:26][CH:27]=[CH:28][CH:29]=3)[C@H:24]([O:31][C:32]3[CH:33]=[CH:34][C:35]4[N:36]([C:38]([N:41]5[CH2:45][CH2:44][CH:43]([O:46][Si](C(C)C)(C(C)C)C(C)C)[C@@H:42]5[CH3:57])=[N:39][N:40]=4)[CH:37]=3)[CH2:23][CH2:22]2)=[O:19])[N:8]([C:10]2[CH:15]=[CH:14][C:13]([CH3:16])=[CH:12][CH:11]=2)[N:9]=1)([CH3:4])([CH3:3])[CH3:2].CCCC[N+](CCCC)(CCCC)CCCC.[F-].O. (5) Given the product [CH3:1][C:2]1[CH:3]=[C:4]([CH2:22][C:23]([OH:25])=[O:24])[CH:5]=[CH:6][C:7]=1[NH:8][C:9]([NH:11][C:12]1[CH:17]=[CH:16][CH:15]=[CH:14][C:13]=1[C:18]([F:20])([F:21])[F:19])=[O:10], predict the reactants needed to synthesize it. The reactants are: [CH3:1][C:2]1[CH:3]=[C:4]([CH2:22][C:23]([O:25]C(C)(C)C)=[O:24])[CH:5]=[CH:6][C:7]=1[NH:8][C:9]([NH:11][C:12]1[CH:17]=[CH:16][CH:15]=[CH:14][C:13]=1[C:18]([F:21])([F:20])[F:19])=[O:10].C(O)(C(F)(F)F)=O. (6) Given the product [CH3:1][C:2]1[N:3]=[C:4]([NH:11][C:12]([N:34]2[CH2:33][CH2:32][N:31]([C:25]3[CH:24]=[C:23]([O:22][CH3:21])[CH:28]=[C:27]([O:29][CH3:30])[CH:26]=3)[CH2:36][CH2:35]2)=[O:20])[C:5]([O:9][CH3:10])=[N:6][C:7]=1[CH3:8], predict the reactants needed to synthesize it. The reactants are: [CH3:1][C:2]1[N:3]=[C:4]([NH:11][C:12](=[O:20])OC2C=CC=CC=2)[C:5]([O:9][CH3:10])=[N:6][C:7]=1[CH3:8].[CH3:21][O:22][C:23]1[CH:24]=[C:25]([N:31]2[CH2:36][CH2:35][NH:34][CH2:33][CH2:32]2)[CH:26]=[C:27]([O:29][CH3:30])[CH:28]=1. (7) Given the product [CH3:1][O:2][C:3]1[CH:4]=[CH:5][C:6]([C:9]2[C:17]3[C:12](=[CH:13][CH:14]=[C:15]([NH:18][C:19]([C:21]4[CH:30]=[CH:29][C:24]([C:25]([OH:27])=[O:26])=[CH:23][CH:22]=4)=[O:20])[CH:16]=3)[NH:11][N:10]=2)=[CH:7][CH:8]=1, predict the reactants needed to synthesize it. The reactants are: [CH3:1][O:2][C:3]1[CH:8]=[CH:7][C:6]([C:9]2[C:17]3[C:12](=[CH:13][CH:14]=[C:15]([NH:18][C:19]([C:21]4[CH:30]=[CH:29][C:24]([C:25]([O:27]C)=[O:26])=[CH:23][CH:22]=4)=[O:20])[CH:16]=3)[NH:11][N:10]=2)=[CH:5][CH:4]=1.COC1C=CC(C2C3C(=CC=C(NC(C4C=CC(C(OC)=O)=CC=4)=O)C=3)N(C3CCCCO3)N=2)=CC=1.C(=O)(O)[O-].[Na+]. (8) Given the product [C:1]([O:5][C:6]([NH:8][C:9]1[N:14]=[CH:13][C:12]([CH2:15][C:16]([OH:18])=[O:17])=[CH:11][CH:10]=1)=[O:7])([CH3:4])([CH3:2])[CH3:3], predict the reactants needed to synthesize it. The reactants are: [C:1]([O:5][C:6]([NH:8][C:9]1[N:14]=[CH:13][C:12]([CH2:15][C:16]([O:18]CC)=[O:17])=[CH:11][CH:10]=1)=[O:7])([CH3:4])([CH3:3])[CH3:2].[OH-].[Na+].